This data is from Reaction yield outcomes from USPTO patents with 853,638 reactions. The task is: Predict the reaction yield, written as a fraction of the theoretical maximum amount of product (1.0 means a 100% yield; for example, 0.34 means a 34% yield). The reactants are [SH:1][C:2]1[NH:3][C:4]2[CH:10]=[CH:9][CH:8]=[CH:7][C:5]=2[N:6]=1.Br[CH2:12][C:13]([O:15][CH2:16][CH3:17])=[O:14].C(=O)([O-])[O-].[K+].[K+]. The catalyst is C(O)C. The product is [CH2:16]([O:15][C:13](=[O:14])[CH2:12][S:1][C:2]1[NH:6][C:5]2[CH:7]=[CH:8][CH:9]=[CH:10][C:4]=2[N:3]=1)[CH3:17]. The yield is 0.460.